Dataset: Forward reaction prediction with 1.9M reactions from USPTO patents (1976-2016). Task: Predict the product of the given reaction. Given the reactants B(Cl)([C@H]1[C@H](C)C2C(C)(C)C(CC2)C1)[C@H]1[C@H](C)C2C(C)(C)C(CC2)C1.[NH2:25][C:26]1[C:31]([C:32]([F:35])([F:34])[F:33])=[CH:30][C:29](/[CH:36]=[C:37](/[OH:41])\[C:38]([OH:40])=[O:39])=[CH:28][C:27]=1[Cl:42].C(N(CC)CC)C, predict the reaction product. The product is: [NH2:25][C:26]1[C:31]([C:32]([F:33])([F:34])[F:35])=[CH:30][C:29]([CH2:36][C@@H:37]([OH:41])[C:38]([OH:40])=[O:39])=[CH:28][C:27]=1[Cl:42].